This data is from Reaction yield outcomes from USPTO patents with 853,638 reactions. The task is: Predict the reaction yield, written as a fraction of the theoretical maximum amount of product (1.0 means a 100% yield; for example, 0.34 means a 34% yield). (1) The reactants are C[C:2]1([CH3:9])[O:6][CH:5]([CH2:7][OH:8])[CH2:4][O:3]1.[OH-].[K+].Br[CH2:13][CH2:14][CH2:15][CH2:16][CH2:17][CH2:18][CH2:19][CH2:20][CH2:21][CH3:22]. The catalyst is C1(C)C=CC=CC=1. The product is [CH2:2]([O:3][CH2:4][CH:5]([OH:6])[CH2:7][OH:8])[CH2:9][CH2:13][CH2:14][CH2:15][CH2:16][CH2:17][CH2:18][CH2:19][CH2:20][CH2:21][CH3:22]. The yield is 0.710. (2) The reactants are [CH3:1][C:2]1([CH3:19])[CH2:7][C:6]([CH3:9])([CH3:8])[CH2:5][C:4]([C:11]#[C:12][C:13]2[CH:18]=[CH:17][CH:16]=[CH:15][N:14]=2)(O)[CH2:3]1.O=P(Cl)(Cl)Cl.C(OCC)(=O)C. The catalyst is N1C=CC=CC=1. The product is [CH3:1][C:2]1([CH3:19])[CH2:7][C:6]([CH3:8])([CH3:9])[CH2:5][C:4]([C:11]#[C:12][C:13]2[CH:18]=[CH:17][CH:16]=[CH:15][N:14]=2)=[CH:3]1. The yield is 0.800. (3) The yield is 0.100. The product is [NH2:17][C:12]1[C:11]2[C:15](=[CH:16][C:8]([C:6]3[N:7]=[C:2]([NH2:1])[N:3]=[C:4]([NH2:21])[CH:5]=3)=[CH:9][CH:10]=2)[NH:14][N:13]=1. The catalyst is CO. The reactants are [NH2:1][C:2]1[N:7]=[C:6]([C:8]2[CH:16]=[C:15]3[C:11]([C:12]([NH:17]C(=O)C)=[N:13][NH:14]3)=[CH:10][CH:9]=2)[CH:5]=[C:4]([NH2:21])[N:3]=1.Cl. (4) The reactants are Cl.Cl.[C:3]12([C:9]3[CH:14]=[CH:13][C:12]([CH2:15][NH2:16])=[C:11]([F:17])[CH:10]=3)[CH2:8][CH:7]1[CH2:6][NH:5][CH2:4]2.F[C:19]1[CH:26]=[C:20]([C:21]23CC2CN([CH2:21][C:20]2C=CC=[CH:26][CH:19]=2)C3)[CH:19]=[CH:26][C:20]=1[C:21]#N.COC1CCC(OC)O1.OS(O)(=O)=O.C([O-])(O)=O.[Na+]. The catalyst is CO.O1CCCC1. The product is [F:17][C:11]1[CH:10]=[C:9]([C:3]23[CH2:8][CH:7]2[CH2:6][NH:5][CH2:4]3)[CH:14]=[CH:13][C:12]=1[CH2:15][N:16]1[CH:21]=[CH:20][CH:19]=[CH:26]1. The yield is 0.0500. (5) The reactants are [NH2:1][C:2]1[CH:9]=[C:8]([Cl:10])[CH:7]=[CH:6][C:3]=1C#N.C[Mg]Cl.Cl.C([O:17][CH2:18][CH3:19])C. No catalyst specified. The product is [NH2:1][C:2]1[CH:9]=[C:8]([Cl:10])[CH:7]=[CH:6][C:3]=1[C:18](=[O:17])[CH3:19]. The yield is 0.960. (6) The reactants are [Cl:1][C:2]1[CH:10]=[CH:9][CH:8]=[C:7]([Cl:11])[C:3]=1[C:4](Cl)=[O:5].[OH:12][C:13]1[CH:14]=[C:15]([B:19]([OH:21])[OH:20])[CH:16]=[CH:17][CH:18]=1.C(N(CC)CC)C. The catalyst is C1COCC1. The product is [Cl:1][C:2]1[CH:10]=[CH:9][CH:8]=[C:7]([Cl:11])[C:3]=1[C:4]([O:12][C:13]1[CH:14]=[C:15]([B:19]([OH:21])[OH:20])[CH:16]=[CH:17][CH:18]=1)=[O:5]. The yield is 0.810. (7) The reactants are [F:1][C:2]1([F:30])[CH2:7][CH2:6][N:5]([C:8]([C:10]2[NH:11][C:12]3[C:17]([CH:18]=2)=[CH:16][C:15]([C:19]([N:21]2[CH2:26][CH2:25][N:24]([CH:27]([CH3:29])[CH3:28])[CH2:23][CH2:22]2)=[O:20])=[CH:14][CH:13]=3)=[O:9])[CH2:4][CH2:3]1.[Cl:31][C:32]1[CH:37]=[C:36](B(O)O)[CH:35]=[CH:34][N:33]=1.N1C=CC=CC=1. The yield is 0.200. The catalyst is C([O-])(=O)C.[Cu+2].C([O-])(=O)C.C(Cl)(Cl)Cl. The product is [Cl:31][C:32]1[CH:37]=[C:36]([N:11]2[C:12]3[C:17](=[CH:16][C:15]([C:19]([N:21]4[CH2:22][CH2:23][N:24]([CH:27]([CH3:28])[CH3:29])[CH2:25][CH2:26]4)=[O:20])=[CH:14][CH:13]=3)[CH:18]=[C:10]2[C:8]([N:5]2[CH2:6][CH2:7][C:2]([F:1])([F:30])[CH2:3][CH2:4]2)=[O:9])[CH:35]=[CH:34][N:33]=1. (8) The reactants are [CH:1]1([CH2:7][CH2:8][C:9]([NH:11][CH3:12])=O)[CH2:6][CH2:5][CH:4]=[CH:3][CH2:2]1.[H-].[Al+3].[Li+].[H-].[H-].[H-]. The catalyst is O1CCCC1. The product is [CH:1]1([CH2:7][CH2:8][CH2:9][NH:11][CH3:12])[CH2:6][CH2:5][CH:4]=[CH:3][CH2:2]1. The yield is 0.660. (9) The reactants are [O:1]=[C:2]1[C:11]2[C:6](=[CH:7][CH:8]=[CH:9][CH:10]=2)[N:5]=[C:4]([S:12][CH2:13][CH2:14][CH2:15][C:16]([O:18]C(C)(C)C)=[O:17])[NH:3]1.FC(F)(F)C(O)=O. The catalyst is C(Cl)Cl. The product is [O:1]=[C:2]1[C:11]2[C:6](=[CH:7][CH:8]=[CH:9][CH:10]=2)[N:5]=[C:4]([S:12][CH2:13][CH2:14][CH2:15][C:16]([OH:18])=[O:17])[NH:3]1. The yield is 0.910.